This data is from Forward reaction prediction with 1.9M reactions from USPTO patents (1976-2016). The task is: Predict the product of the given reaction. (1) The product is: [C:12]([C:11]1[CH:14]=[CH:15][C:8]([N:5]2[C:6](=[O:7])[C:2]([CH3:31])([CH3:1])[N:3]([CH2:21][CH2:22][CH2:23][CH2:24][N:25]3[CH2:30][CH2:29][N:28]([CH2:33][CH2:34][O:35][CH2:36][C:37]4[CH:38]=[CH:39][C:40]([OH:46])=[C:41]([CH:45]=4)[C:42]([NH2:44])=[O:43])[CH2:27][CH2:26]3)[C:4]2=[O:20])=[CH:9][C:10]=1[C:16]([F:19])([F:18])[F:17])#[N:13]. Given the reactants [CH3:1][C:2]1([CH3:31])[C:6](=[O:7])[N:5]([C:8]2[CH:15]=[CH:14][C:11]([C:12]#[N:13])=[C:10]([C:16]([F:19])([F:18])[F:17])[CH:9]=2)[C:4](=[O:20])[N:3]1[CH2:21][CH2:22][CH2:23][CH2:24][N:25]1[CH2:30][CH2:29][NH:28][CH2:27][CH2:26]1.Br[CH2:33][CH2:34][O:35][CH2:36][C:37]1[CH:38]=[CH:39][C:40]([OH:46])=[C:41]([CH:45]=1)[C:42]([NH2:44])=[O:43].C(N(CC)CC)C, predict the reaction product. (2) Given the reactants [NH2:1][CH:2]1[C:8](=[O:9])[N:7](CC2C=CC(OC)=CC=2)[C:6]2[CH:19]=[CH:20][CH:21]=[CH:22][C:5]=2[C:4]([C:23]2[C:28]([Cl:29])=[CH:27][C:26]([Cl:30])=[CH:25][C:24]=2[Cl:31])=[N:3]1.[Cl:32][C:33]1[CH:34]=[CH:35][C:36]([O:42][CH2:43][CH2:44][NH:45][C:46]([NH:48][CH2:49][CH3:50])=[O:47])=[C:37]([CH:41]=1)[C:38]([OH:40])=O, predict the reaction product. The product is: [Cl:32][C:33]1[CH:34]=[CH:35][C:36]([O:42][CH2:43][CH2:44][NH:45][C:46]([NH:48][CH2:49][CH3:50])=[O:47])=[C:37]([CH:41]=1)[C:38]([NH:1][CH:2]1[C:8](=[O:9])[NH:7][C:6]2[CH:19]=[CH:20][CH:21]=[CH:22][C:5]=2[C:4]([C:23]2[C:24]([Cl:31])=[CH:25][C:26]([Cl:30])=[CH:27][C:28]=2[Cl:29])=[N:3]1)=[O:40]. (3) Given the reactants [Br:1][C:2]1[CH:3]=[N:4][CH:5]=[C:6]([CH:17]=1)[C:7]([NH:9][C:10]1[CH:15]=[CH:14][CH:13]=[CH:12][C:11]=1Br)=[O:8].C([O-])([O-])=O.[Cs+].[Cs+].N1C2C(=CC=C3C=2N=CC=C3)C=CC=1.C(OCC)(=O)C, predict the reaction product. The product is: [Br:1][C:2]1[CH:17]=[C:6]([C:7]2[O:8][C:11]3[CH:12]=[CH:13][CH:14]=[CH:15][C:10]=3[N:9]=2)[CH:5]=[N:4][CH:3]=1.